This data is from Catalyst prediction with 721,799 reactions and 888 catalyst types from USPTO. The task is: Predict which catalyst facilitates the given reaction. Reactant: [Si]([O:18][CH:19]1[CH2:22][N:21]([C:23]2[S:24][CH:25]=[C:26]([C:28]([N:30]3[CH2:33][CH:32]([NH:34][C:35]([O:37][CH2:38][C:39]4[CH:44]=[CH:43][C:42]([N+:45]([O-:47])=[O:46])=[CH:41][CH:40]=4)=[O:36])[CH2:31]3)=[O:29])[N:27]=2)[CH2:20]1)(C(C)(C)C)(C1C=CC=CC=1)C1C=CC=CC=1.C(O)(=O)C.[F-].C([N+](CCCC)(CCCC)CCCC)CCC. Product: [OH:18][CH:19]1[CH2:22][N:21]([C:23]2[S:24][CH:25]=[C:26]([C:28]([N:30]3[CH2:31][CH:32]([NH:34][C:35]([O:37][CH2:38][C:39]4[CH:44]=[CH:43][C:42]([N+:45]([O-:47])=[O:46])=[CH:41][CH:40]=4)=[O:36])[CH2:33]3)=[O:29])[N:27]=2)[CH2:20]1. The catalyst class is: 7.